From a dataset of Peptide-MHC class I binding affinity with 185,985 pairs from IEDB/IMGT. Regression. Given a peptide amino acid sequence and an MHC pseudo amino acid sequence, predict their binding affinity value. This is MHC class I binding data. (1) The peptide sequence is FQWWRSHPL. The MHC is HLA-B45:06 with pseudo-sequence HLA-B45:06. The binding affinity (normalized) is 0.213. (2) The peptide sequence is FRQVCHTTVP. The MHC is HLA-B27:05 with pseudo-sequence HLA-B27:05. The binding affinity (normalized) is 0.155. (3) The MHC is HLA-B08:01 with pseudo-sequence HLA-B08:01. The peptide sequence is MFISLFMIL. The binding affinity (normalized) is 0.500. (4) The peptide sequence is ALAEHISDSI. The MHC is HLA-A02:01 with pseudo-sequence HLA-A02:01. The binding affinity (normalized) is 0.800. (5) The peptide sequence is YLEPAIAKY. The MHC is HLA-A02:06 with pseudo-sequence HLA-A02:06. The binding affinity (normalized) is 0. (6) The MHC is HLA-B48:01 with pseudo-sequence HLA-B48:01. The binding affinity (normalized) is 0.0847. The peptide sequence is GRVIPRMLY. (7) The binding affinity (normalized) is 0.233. The MHC is HLA-B18:01 with pseudo-sequence HLA-B18:01. The peptide sequence is REVKTIKVF.